This data is from Catalyst prediction with 721,799 reactions and 888 catalyst types from USPTO. The task is: Predict which catalyst facilitates the given reaction. (1) Reactant: [F:1][C:2]([F:29])([F:28])[CH:3]([CH3:27])[CH:4]([C:10]1[CH:15]=[CH:14][C:13]([CH2:16][N:17]2[CH2:25][C:24]3[C:19](=[CH:20][CH:21]=[CH:22][CH:23]=3)[C:18]2=[O:26])=[CH:12][CH:11]=1)[C:5]([O:7]CC)=[O:6].CO.[OH-].[Li+].Cl. Product: [F:29][C:2]([F:1])([F:28])[CH:3]([CH3:27])[CH:4]([C:10]1[CH:15]=[CH:14][C:13]([CH2:16][N:17]2[CH2:25][C:24]3[C:19](=[CH:20][CH:21]=[CH:22][CH:23]=3)[C:18]2=[O:26])=[CH:12][CH:11]=1)[C:5]([OH:7])=[O:6]. The catalyst class is: 20. (2) Reactant: [N:1]1([S:5]([NH2:8])(=[O:7])=[O:6])[CH2:4][CH2:3][CH2:2]1.C1(P(C2CCCCC2)C2C=CC=CC=2C2C(C(C)C)=CC(C(C)C)=CC=2C(C)C)CCCCC1.C(=O)([O-])[O-].[Cs+].[Cs+].Cl[C:50]1[CH:55]=[C:54]([O:56][C@H:57]([CH2:67][O:68][CH2:69][CH3:70])[CH2:58][O:59][Si:60]([C:63]([CH3:66])([CH3:65])[CH3:64])([CH3:62])[CH3:61])[N:53]=[C:52]([S:71][CH2:72][C:73]2[CH:78]=[CH:77][CH:76]=[C:75]([F:79])[C:74]=2[F:80])[N:51]=1. Product: [F:80][C:74]1[C:75]([F:79])=[CH:76][CH:77]=[CH:78][C:73]=1[CH2:72][S:71][C:52]1[N:51]=[C:50]([NH:8][S:5]([N:1]2[CH2:4][CH2:3][CH2:2]2)(=[O:7])=[O:6])[CH:55]=[C:54]([O:56][C@H:57]([CH2:67][O:68][CH2:69][CH3:70])[CH2:58][O:59][Si:60]([C:63]([CH3:64])([CH3:65])[CH3:66])([CH3:61])[CH3:62])[N:53]=1. The catalyst class is: 102. (3) Reactant: [Cl:1][C:2]1[C:3]([O:12][C:13]2[CH:18]=[C:17]([O:19][CH2:20][CH2:21][O:22][CH3:23])[CH:16]=[CH:15][C:14]=2[CH2:24][CH2:25][C:26]([OH:28])=O)=[N:4][CH:5]=[C:6]([C:8]([F:11])([F:10])[F:9])[CH:7]=1.[CH3:29][CH:30]([CH3:37])[CH2:31][CH2:32][S:33]([NH2:36])(=[O:35])=[O:34].N12CCCN=C1CCCCC2. Product: [Cl:1][C:2]1[C:3]([O:12][C:13]2[CH:18]=[C:17]([O:19][CH2:20][CH2:21][O:22][CH3:23])[CH:16]=[CH:15][C:14]=2[CH2:24][CH2:25][C:26]([NH:36][S:33]([CH2:32][CH2:31][CH:30]([CH3:37])[CH3:29])(=[O:35])=[O:34])=[O:28])=[N:4][CH:5]=[C:6]([C:8]([F:9])([F:10])[F:11])[CH:7]=1. The catalyst class is: 7. (4) Reactant: [N:1]1(C(OCC2C=CC=CC=2)=O)[CH2:6][CH2:5][C:4]2([C:18]3[CH:17]=[N:16][NH:15][C:14]=3[C:13]3[CH:12]=[CH:11][CH:10]=[CH:9][C:8]=3[O:7]2)[CH2:3][CH2:2]1. Product: [NH:1]1[CH2:6][CH2:5][C:4]2([C:18]3[CH:17]=[N:16][NH:15][C:14]=3[C:13]3[CH:12]=[CH:11][CH:10]=[CH:9][C:8]=3[O:7]2)[CH2:3][CH2:2]1. The catalyst class is: 19. (5) Reactant: C(O[C:4]1[C:5](=[O:12])[C:6](=[O:11])[C:7]=1[O:8][CH2:9][CH3:10])C.C(N(CC)CC)C.[NH2:20][CH2:21][CH2:22][CH:23]1[CH2:28][N:27]([C:29](=[O:46])/[CH:30]=[CH:31]/[C:32]2[CH:37]=[CH:36][C:35]([Cl:38])=[CH:34][C:33]=2[CH2:39][N:40]2[N:44]=[N:43][C:42]([CH3:45])=[N:41]2)[CH2:26][CH2:25][O:24]1. Product: [Cl:38][C:35]1[CH:36]=[CH:37][C:32](/[CH:31]=[CH:30]/[C:29]([N:27]2[CH2:26][CH2:25][O:24][CH:23]([CH2:22][CH2:21][NH:20][C:4]3[C:5](=[O:12])[C:6](=[O:11])[C:7]=3[O:8][CH2:9][CH3:10])[CH2:28]2)=[O:46])=[C:33]([CH2:39][N:40]2[N:44]=[N:43][C:42]([CH3:45])=[N:41]2)[CH:34]=1. The catalyst class is: 8. (6) Reactant: [CH3:1][O:2][C:3]1[CH:4]=[C:5]([C:9]2[NH:10][C:11]3[C:12]([N:23]=2)=[N:13][CH:14]=[C:15]([C:17]2[CH:22]=[CH:21][CH:20]=[CH:19][CH:18]=2)[CH:16]=3)[CH:6]=[CH:7][CH:8]=1.[B].C(N=P1(N(CC)CC)N(C)CCCN1C)(C)(C)C.[F:43][C:44]1[CH:51]=[CH:50][C:47]([CH2:48]Cl)=[CH:46][CH:45]=1. Product: [F:43][C:44]1[CH:51]=[CH:50][C:47]([CH2:48][N:10]2[C:11]3[C:12](=[N:13][CH:14]=[C:15]([C:17]4[CH:18]=[CH:19][CH:20]=[CH:21][CH:22]=4)[CH:16]=3)[N:23]=[C:9]2[C:5]2[CH:6]=[CH:7][CH:8]=[C:3]([O:2][CH3:1])[CH:4]=2)=[CH:46][CH:45]=1. The catalyst class is: 9. (7) Reactant: [Br:1][C:2]1[C:3](=[O:30])[N:4]([CH2:19][C:20]2[CH:21]=[N:22][C:23](S(C)(=O)=O)=[N:24][CH:25]=2)[C:5]([CH3:18])=[CH:6][C:7]=1[O:8][CH2:9][C:10]1[CH:15]=[CH:14][C:13]([F:16])=[CH:12][C:11]=1[F:17].[NH3:31]. The catalyst class is: 5. Product: [NH2:31][C:23]1[N:22]=[CH:21][C:20]([CH2:19][N:4]2[C:5]([CH3:18])=[CH:6][C:7]([O:8][CH2:9][C:10]3[CH:15]=[CH:14][C:13]([F:16])=[CH:12][C:11]=3[F:17])=[C:2]([Br:1])[C:3]2=[O:30])=[CH:25][N:24]=1. (8) Reactant: [F:1][C:2]([F:15])([F:14])[C:3]1[C:8]([C:9]([O:11]CC)=O)=[CH:7][N:6]=[CH:5][N:4]=1.[C:16](=[N:21]O)([NH2:20])[CH:17]([CH3:19])[CH3:18].[O-]CC.[Na+]. Product: [CH:17]([C:16]1[N:21]=[C:9]([C:8]2[C:3]([C:2]([F:1])([F:14])[F:15])=[N:4][CH:5]=[N:6][CH:7]=2)[O:11][N:20]=1)([CH3:19])[CH3:18]. The catalyst class is: 8.